Dataset: Reaction yield outcomes from USPTO patents with 853,638 reactions. Task: Predict the reaction yield, written as a fraction of the theoretical maximum amount of product (1.0 means a 100% yield; for example, 0.34 means a 34% yield). (1) The reactants are [OH:1][CH2:2][CH:3]([CH2:6][OH:7])[CH2:4][OH:5].[C:8]1(=O)[CH2:12][CH2:11][CH2:10][CH2:9]1. No catalyst specified. The product is [CH2:8]1[C:12]2([O:5][CH2:4][CH:3]([CH2:6][OH:7])[CH2:2][O:1]2)[CH2:11][CH2:10][CH2:9]1. The yield is 0.870. (2) The reactants are [NH2:1][C:2]1[CH:7]=[C:6]([O:8][C:9]([F:12])([F:11])[F:10])[CH:5]=[CH:4][C:3]=1[OH:13].[C:14](N1C=CN=C1)(N1C=CN=C1)=[O:15].CC#N.O.FC(F)(F)C(O)=O. The catalyst is O1CCCC1. The product is [F:12][C:9]([F:10])([F:11])[O:8][C:6]1[CH:5]=[CH:4][C:3]2[O:13][C:14](=[O:15])[NH:1][C:2]=2[CH:7]=1. The yield is 0.980. (3) The reactants are [CH2:1]([O:3][C:4]([CH:6]1[C:15]([CH:16]=O)=[CH:14][C:13]2[C:8](=[CH:9][CH:10]=[CH:11][C:12]=2[O:18][CH3:19])[O:7]1)=[O:5])[CH3:2].[CH3:20][O:21][C:22](=[O:29])[C@@H:23]([NH2:28])[CH2:24][CH:25]([CH3:27])[CH3:26].CCN(C(C)C)C(C)C.C([BH3-])#N.[Na+].C(O)(=O)C. The yield is 0.433. The product is [CH2:1]([O:3][C:4]([CH:6]1[C:15]([CH2:16][NH:28][C@H:23]([C:22]([O:21][CH3:20])=[O:29])[CH2:24][CH:25]([CH3:27])[CH3:26])=[CH:14][C:13]2[C:8](=[CH:9][CH:10]=[CH:11][C:12]=2[O:18][CH3:19])[O:7]1)=[O:5])[CH3:2]. The catalyst is CO. (4) The reactants are Br[CH2:2][CH2:3][CH2:4][CH2:5][CH2:6][CH2:7][CH2:8][CH2:9][CH:10]=[CH:11][CH2:12][CH:13]=[CH:14][CH2:15][CH2:16][CH2:17][CH2:18][CH3:19].[C:20]([CH2:22][CH2:23][CH2:24][CH2:25][CH2:26][CH2:27][CH2:28][CH2:29][CH:30]=[CH:31][CH2:32][CH:33]=[CH:34][CH2:35][CH2:36][CH2:37][CH2:38][CH3:39])#N.CC[O:42]CC. The catalyst is II. The product is [CH3:19][CH2:18][CH2:17][CH2:16][CH2:15][CH:14]=[CH:13][CH2:12][CH:11]=[CH:10][CH2:9][CH2:8][CH2:7][CH2:6][CH2:5][CH2:4][CH2:3][CH2:2][C:20](=[O:42])[CH2:22][CH2:23][CH2:24][CH2:25][CH2:26][CH2:27][CH2:28][CH2:29][CH:30]=[CH:31][CH2:32][CH:33]=[CH:34][CH2:35][CH2:36][CH2:37][CH2:38][CH3:39]. The yield is 0.740.